Dataset: Full USPTO retrosynthesis dataset with 1.9M reactions from patents (1976-2016). Task: Predict the reactants needed to synthesize the given product. Given the product [NH:11]1[C:15]2[CH:16]=[CH:17][CH:18]=[CH:19][C:14]=2[N:13]=[C:12]1[C@H:8]([NH:9][C:10]([NH:35][CH2:34][CH2:33][C:31]1[CH:30]=[CH:29][C:28]2[O:24][CH2:25][O:26][C:27]=2[CH:32]=1)=[O:20])[CH2:7][C:6]1[CH:5]=[CH:4][C:3]([O:2][CH3:1])=[CH:22][CH:21]=1, predict the reactants needed to synthesize it. The reactants are: [CH3:1][O:2][C:3]1[CH:22]=[CH:21][C:6]([CH2:7][C@@H:8]2[C:12]3=[N:13][C:14]4[CH:19]=[CH:18][CH:17]=[CH:16][C:15]=4[N:11]3[C:10](=[O:20])[NH:9]2)=[CH:5][CH:4]=1.Cl.[O:24]1[C:28]2[CH:29]=[CH:30][C:31]([CH2:33][CH2:34][NH2:35])=[CH:32][C:27]=2[O:26][CH2:25]1.C(O)(C(F)(F)F)=O.